Dataset: Catalyst prediction with 721,799 reactions and 888 catalyst types from USPTO. Task: Predict which catalyst facilitates the given reaction. (1) Reactant: [F:1][C:2]1[CH:7]=[CH:6][C:5]([O:8][CH3:9])=[CH:4][C:3]=1[C:10]1[CH:15]=[CH:14][C:13]([OH:16])=[CH:12][C:11]=1[CH2:17][C:18]([CH3:21])([CH3:20])[CH3:19].C(N(CC)CC)C.[F:29][C:30]([F:43])([F:42])[S:31](O[S:31]([C:30]([F:43])([F:42])[F:29])(=[O:33])=[O:32])(=[O:33])=[O:32].[Cl-].[NH4+]. Product: [F:29][C:30]([F:43])([F:42])[S:31]([O:16][C:13]1[CH:14]=[CH:15][C:10]([C:3]2[CH:4]=[C:5]([O:8][CH3:9])[CH:6]=[CH:7][C:2]=2[F:1])=[C:11]([CH2:17][C:18]([CH3:21])([CH3:20])[CH3:19])[CH:12]=1)(=[O:33])=[O:32]. The catalyst class is: 594. (2) Reactant: [H-].[Na+].C(OP([CH2:11][C:12]([O:14][CH2:15][CH3:16])=[O:13])(OCC)=O)C.[F:17][C:18]1[CH:23]=[CH:22][C:21]([F:24])=[CH:20][C:19]=1[CH:25]1[CH2:29][CH2:28][CH2:27][N:26]1[C:30]1[CH:35]=[CH:34][N:33]2[N:36]=[CH:37][C:38]([CH:39]=O)=[C:32]2[N:31]=1. Product: [CH2:15]([O:14][C:12](=[O:13])/[CH:11]=[CH:39]/[C:38]1[CH:37]=[N:36][N:33]2[CH:34]=[CH:35][C:30]([N:26]3[CH2:27][CH2:28][CH2:29][CH:25]3[C:19]3[CH:20]=[C:21]([F:24])[CH:22]=[CH:23][C:18]=3[F:17])=[N:31][C:32]=12)[CH3:16]. The catalyst class is: 1.